This data is from Catalyst prediction with 721,799 reactions and 888 catalyst types from USPTO. The task is: Predict which catalyst facilitates the given reaction. (1) The catalyst class is: 178. Product: [Cl:1][C:2]1[C:3]([O:12][C:13]2[CH:18]=[C:17]([O:19][CH2:20][CH2:21][O:22][Si:23]([CH:27]([CH3:28])[CH3:29])([CH:30]([CH3:31])[CH3:32])[CH:24]([CH3:26])[CH3:25])[CH:16]=[CH:15][C:14]=2[CH2:33][CH2:34][C:35]([O:37][CH2:38][CH3:39])=[O:36])=[N:4][CH:5]=[C:6]([C:8]([F:10])([F:9])[F:11])[CH:7]=1. Reactant: [Cl:1][C:2]1[C:3]([O:12][C:13]2[CH:18]=[C:17]([O:19][CH2:20][CH2:21][O:22][Si:23]([CH:30]([CH3:32])[CH3:31])([CH:27]([CH3:29])[CH3:28])[CH:24]([CH3:26])[CH3:25])[CH:16]=[CH:15][C:14]=2/[CH:33]=[CH:34]/[C:35]([O:37][CH2:38][CH3:39])=[O:36])=[N:4][CH:5]=[C:6]([C:8]([F:11])([F:10])[F:9])[CH:7]=1. (2) Reactant: [C:1]([C:3]1[CH:4]=[C:5]([CH:9]=[CH:10][CH:11]=1)[C:6](Cl)=[O:7])#[CH:2].C[OH:13].N1[CH:19]=[CH:18]C=CC=1. Product: [C:1]([C:3]1[CH:4]=[C:5]([CH:9]=[CH:10][CH:11]=1)[C:6]([O:13][CH2:18][CH3:19])=[O:7])#[CH:2]. The catalyst class is: 665. (3) The catalyst class is: 3. Product: [NH2:1][C:2]1[CH:10]=[CH:9][C:5]([C:6]([NH:18][C:17]2[CH:19]=[CH:20][CH:21]=[C:15]([Cl:14])[CH:16]=2)=[O:8])=[CH:4][C:3]=1[N+:11]([O-:13])=[O:12]. Reactant: [NH2:1][C:2]1[CH:10]=[CH:9][C:5]([C:6]([OH:8])=O)=[CH:4][C:3]=1[N+:11]([O-:13])=[O:12].[Cl:14][C:15]1[CH:16]=[C:17]([CH:19]=[CH:20][CH:21]=1)[NH2:18].F[P-](F)(F)(F)(F)F.N1(O[P+](N(C)C)(N(C)C)N(C)C)C2C=CC=CC=2N=N1.CCN(C(C)C)C(C)C.C([O-])(O)=O.[Na+]. (4) Reactant: C[O:2][C:3](=[O:38])[CH:4]([C:10]1[CH:11]=[C:12]([C:28]2[CH:33]=[CH:32][C:31]([C:34]([F:37])([F:36])[F:35])=[CH:30][CH:29]=2)[CH:13]=[C:14]([C:16]2[CH:21]=[CH:20][C:19]([O:22][C:23]([F:26])([F:25])[F:24])=[C:18]([F:27])[CH:17]=2)[CH:15]=1)[CH2:5][CH:6]([CH2:8][CH3:9])[CH3:7].[Li+].[OH-]. Product: [F:27][C:18]1[CH:17]=[C:16]([C:14]2[CH:15]=[C:10]([CH:4]([CH2:5][CH:6]([CH2:8][CH3:9])[CH3:7])[C:3]([OH:38])=[O:2])[CH:11]=[C:12]([C:28]3[CH:29]=[CH:30][C:31]([C:34]([F:35])([F:36])[F:37])=[CH:32][CH:33]=3)[CH:13]=2)[CH:21]=[CH:20][C:19]=1[O:22][C:23]([F:25])([F:24])[F:26]. The catalyst class is: 87. (5) Reactant: [CH3:1][C:2]1[S:6][C:5]([C:7]([OH:9])=[O:8])=[CH:4][CH:3]=1.[C:10](OC(O[C:10]([CH3:13])([CH3:12])[CH3:11])N(C)C)([CH3:13])([CH3:12])[CH3:11]. Product: [C:10]([O:8][C:7]([C:5]1[S:6][C:2]([CH3:1])=[CH:3][CH:4]=1)=[O:9])([CH3:13])([CH3:12])[CH3:11]. The catalyst class is: 11.